This data is from Full USPTO retrosynthesis dataset with 1.9M reactions from patents (1976-2016). The task is: Predict the reactants needed to synthesize the given product. (1) Given the product [CH:3]([NH:6][C:7]([C:9]1[C:17]2[C:12](=[N:13][CH:14]=[C:15]([O:18][C:19]3[CH:27]=[C:26]4[C:22]([CH:23]=[CH:24][N:25]4[CH3:37])=[CH:21][CH:20]=3)[N:16]=2)[N:11]([CH2:28][O:29][CH2:30][CH2:31][Si:32]([CH3:33])([CH3:35])[CH3:34])[CH:10]=1)=[O:8])([CH3:5])[CH3:4], predict the reactants needed to synthesize it. The reactants are: [H-].[Na+].[CH:3]([NH:6][C:7]([C:9]1[C:17]2[C:12](=[N:13][CH:14]=[C:15]([O:18][C:19]3[CH:27]=[C:26]4[C:22]([CH:23]=[CH:24][NH:25]4)=[CH:21][CH:20]=3)[N:16]=2)[N:11]([CH2:28][O:29][CH2:30][CH2:31][Si:32]([CH3:35])([CH3:34])[CH3:33])[CH:10]=1)=[O:8])([CH3:5])[CH3:4].I[CH3:37]. (2) The reactants are: C([O:3][C:4]([C:6]1[O:7][C:8]2[CH:15]=[CH:14][C:13]([Cl:16])=[C:12]([O:17][CH3:18])[C:9]=2[C:10]=1[CH3:11])=[O:5])C.[Li+].[OH-]. Given the product [Cl:16][C:13]1[CH:14]=[CH:15][C:8]2[O:7][C:6]([C:4]([OH:5])=[O:3])=[C:10]([CH3:11])[C:9]=2[C:12]=1[O:17][CH3:18], predict the reactants needed to synthesize it. (3) Given the product [CH3:39][O:40][NH:41][C:3]([C:5]1[C:6](=[O:38])[C:7]2[CH:12]=[N:11][C:10]([NH:13][C:14]3[CH:15]=[CH:16][C:17]([CH:20]4[CH2:21][CH2:22][N:23]([CH3:26])[CH2:24][CH2:25]4)=[CH:18][CH:19]=3)=[N:9][C:8]=2[N:27]([C:29]2[CH:30]=[C:31]3[C:35](=[CH:36][CH:37]=2)[CH2:34][CH2:33][CH2:32]3)[CH:28]=1)=[O:4], predict the reactants needed to synthesize it. The reactants are: CO[C:3]([C:5]1[C:6](=[O:38])[C:7]2[CH:12]=[N:11][C:10]([NH:13][C:14]3[CH:19]=[CH:18][C:17]([CH:20]4[CH2:25][CH2:24][N:23]([CH3:26])[CH2:22][CH2:21]4)=[CH:16][CH:15]=3)=[N:9][C:8]=2[N:27]([C:29]2[CH:30]=[C:31]3[C:35](=[CH:36][CH:37]=2)[CH2:34][CH2:33][CH2:32]3)[CH:28]=1)=[O:4].[CH3:39][O:40][NH2:41].CO. (4) Given the product [C:22]1([N:28]2[C:40]3[CH:39]=[CH:38][C:37]([C:7]4[C:6]5[C:5]6[C:13](=[CH:1][CH:2]=[CH:3][CH:4]=6)[NH:12][C:11]=5[CH:10]=[CH:9][CH:8]=4)=[CH:36][C:35]=3[C:34]3[C:29]2=[CH:30][CH:31]=[CH:32][CH:33]=3)[CH:27]=[CH:26][CH:25]=[CH:24][CH:23]=1, predict the reactants needed to synthesize it. The reactants are: [CH:1]1[C:13]2[NH:12][C:11]3[C:6](=[CH:7][CH:8]=[CH:9][CH:10]=3)[C:5]=2[C:4](OS(C(F)(F)F)(=O)=O)=[CH:3][CH:2]=1.[C:22]1([N:28]2[C:40]3[CH:39]=[CH:38][C:37](B(O)O)=[CH:36][C:35]=3[C:34]3[C:29]2=[CH:30][CH:31]=[CH:32][CH:33]=3)[CH:27]=[CH:26][CH:25]=[CH:24][CH:23]=1.C(=O)([O-])[O-].[Na+].[Na+]. (5) Given the product [N:37]1([CH:43]2[CH2:48][CH2:47][N:46]([C:13](=[O:14])[CH:12]([NH:16][C:17]([N:19]3[CH2:24][CH2:23][CH:22]([N:25]4[CH2:31][CH2:30][C:29]5[CH:32]=[CH:33][CH:34]=[CH:35][C:28]=5[NH:27][C:26]4=[O:36])[CH2:21][CH2:20]3)=[O:18])[CH2:11][C:5]3[CH:6]=[CH:7][C:8]([CH2:9][CH3:10])=[C:3]([CH2:1][CH3:2])[CH:4]=3)[CH2:45][CH2:44]2)[CH2:42][CH2:41][CH2:40][CH2:39][CH2:38]1, predict the reactants needed to synthesize it. The reactants are: [CH2:1]([C:3]1[CH:4]=[C:5]([CH2:11][CH:12]([NH:16][C:17]([N:19]2[CH2:24][CH2:23][CH:22]([N:25]3[CH2:31][CH2:30][C:29]4[CH:32]=[CH:33][CH:34]=[CH:35][C:28]=4[NH:27][C:26]3=[O:36])[CH2:21][CH2:20]2)=[O:18])[C:13](O)=[O:14])[CH:6]=[CH:7][C:8]=1[CH2:9][CH3:10])[CH3:2].[N:37]1([CH:43]2[CH2:48][CH2:47][NH:46][CH2:45][CH2:44]2)[CH2:42][CH2:41][CH2:40][CH2:39][CH2:38]1. (6) Given the product [CH3:14][S:11]([C:8]1[CH:9]=[CH:10][C:2]([O:19][CH:17]([CH3:18])[C:16]([F:21])([F:20])[F:15])=[C:3]([CH:7]=1)[C:4]([OH:6])=[O:5])(=[O:13])=[O:12], predict the reactants needed to synthesize it. The reactants are: Cl[C:2]1[CH:10]=[CH:9][C:8]([S:11]([CH3:14])(=[O:13])=[O:12])=[CH:7][C:3]=1[C:4]([OH:6])=[O:5].[F:15][C:16]([F:21])([F:20])[CH:17]([OH:19])[CH3:18]. (7) Given the product [CH2:23]([C:2]1[C:3]([O:8][C:9]2[CH:14]=[CH:13][C:12]([NH:15][C:16]3[CH:21]=[CH:20][CH:19]=[CH:18][N:17]=3)=[CH:11][CH:10]=2)=[N:4][CH:5]=[CH:6][N:7]=1)[C:24]1[CH:29]=[CH:28][CH:27]=[CH:26][CH:25]=1, predict the reactants needed to synthesize it. The reactants are: Cl[C:2]1[C:3]([O:8][C:9]2[CH:14]=[CH:13][C:12]([NH:15][C:16]3[CH:21]=[CH:20][CH:19]=[CH:18][N:17]=3)=[CH:11][CH:10]=2)=[N:4][CH:5]=[CH:6][N:7]=1.[Br-].[CH2:23]([Zn+])[C:24]1[CH:29]=[CH:28][CH:27]=[CH:26][CH:25]=1.C1COCC1.Cl.